Regression. Given a target protein amino acid sequence and a drug SMILES string, predict the binding affinity score between them. We predict pKi (pKi = -log10(Ki in M); higher means stronger inhibition). Dataset: bindingdb_ki. From a dataset of Drug-target binding data from BindingDB using Ki measurements. (1) The drug is CC(C)(C)NC(=O)[C@@H]1CN(Cc2cccnc2)CCN1C[C@@H](O)C[C@@H](Cc1ccccc1)C(=O)N[C@H]1c2ccccc2C[C@H]1O. The target protein sequence is PQVTLWQRPLVTIKIGGQLKEALLDTGADDTILEEMSLPGRWKPKMIGGIGGFIKVRQYDQILIEICGHKAIGTVLVGPTPVNIIGRNLLTQIGCTLNF. The pKi is 8.6. (2) The drug is COc1ccccc1/C=N/NC(=O)c1ccccc1. The target protein sequence is MNPSFFLTVLCLGVASAAPKLDPNLDAHWHQWKATHRRLYGMNEEGWRRAVWEKNKKIIDLHNQEYSQGKHGFSMAMNAFGDMTNEEFRQVMNGFQSQKRKKGKLFREPLLIDVPKSVDWTKKGYVTPVKNQGQCGSCWAFSATGALEGQMFRKTGKLVSLSEQNLVDCSRPQGNQGCNGGLMDNAFQYIKENGGLDSEESYPYLATDTNSCTYKPECSAANDTGFVDIPQREKALMKAVATVGPISVAIDAGHASFQFYKSGIYYDPDCSSKDLDHGVLVVGYGFEGTDSNNNKFWIVKNSWGPEWGWNGYVKMAKDQNNHCGIATAASYPTV. The pKi is 8.1. (3) The small molecule is CN[C@@H](C)Cc1ccc2c(c1)OCO2. The target is MLLARMKPQVQPELGGADQ. The pKi is 6.2. (4) The small molecule is N#Cc1cc(CN2CCN(c3ccccc3)CC2)c[nH]1. The target protein (P50129) has sequence MDVLCEENTSLSSPTNSFMQLNDDTRLYHNDFNSGEANTSDAFNWTVDSENRTNLSCEGCLSPPCFSLLHLQEKNWSALLTAVVIILTIAGNILVIMAVSLEKKLQNATNYFLMSLAIADMLLGFLVMPVSMLTILYGYRWPLPSKLCAVWIYLDVLFSTASIMHLCAISLDRYVAIQNPIHHRRFNSRTKAFLKIIAVWTISVGISMPIPVFGLQDDSKVFKEGSCLLADDNFVLIGSFVSFFIPLTIMVITYFLTIKSLQKEATLCVSDLGTRAKLASFSFLPQSSLSSEKLFQRSIHREPGSYGRRTMQSISNEQKACKVLGIVFFLFVVMWCPFFITNIMAVICKESCNEDVIGALLNVFVWIGYLSSAVNPLVYTLFNKTYRSAFSRYIQCQYKENKKPLQLILVNTIPALAYKSSQLQTGQKENSKQDDKATENDCTMVALGKQHSEDAPADNSNTVNEKVSCV. The pKi is 6.1. (5) The drug is O=C1c2ccccc2S(=O)(=O)N1CCCCN1CCN(c2cc(Cl)cc3c2OCCO3)CC1. The target protein sequence is MCRQLQRASFPEHRCSLSRKKNGGPGNQLEIARSPFAQGCCNLTLNQSLPTSDPLNASEKGEVSRMSVREKNWPALLILVVILLTIGGNILVIMAVSLEKKLQNATNFFLMSLAVADMLVGILVMPVSLITVLYDYAWPLPKQLCPIWISLDVLFSTASIMHLCAISLDRYVAIRNPIEHSRFNSRTKAIMKIAAVWTISIGISMPIPVMGLQDDSRVFVNGTCVLNDENFVLIGSFMAFFIPLIIMVITYCLTIQVLQRQATVFMCGEVPRQRRSSVNCLKKENNTENISMLHNHEGASHLNSPVNKEAVLFRKGTMQSINNERRASKVLGIVFFLFLIMWCPFFITNVMSVLCKEACDKDLLSELLDVFVWVGRLQFPERRWGMKFWCGFVILTGITCTLGEV. The pKi is 6.1. (6) The pKi is 2.5. The compound is O=C([O-])C(=O)CP(=O)([O-])[O-]. The target protein (Q9HUU1) has sequence MHRASHHELRAMFRALLDSSRCYHTASVFDPMSARIAADLGFECGILGGSVASLQVLAAPDFALITLSEFVEQATRIGRVARLPVIADADHGYGNALNVMRTVVELERAGIAALTIEDTLLPAQFGRKSTDLICVEEGVGKIRAALEARVDPALTIIARTNAELIDVDAVIQRTLAYQEAGADGICLVGVRDFAHLEAIAEHLHIPLMLVTYGNPQLRDDARLARLGVRVVVNGHAAYFAAIKATYDCLREERGAVASDLTASELSKKYTFPEEYQAWARDYMEVKE.